From a dataset of Full USPTO retrosynthesis dataset with 1.9M reactions from patents (1976-2016). Predict the reactants needed to synthesize the given product. (1) Given the product [CH3:1][C:2]1[C:8](=[O:9])[NH:7][C:5](=[O:6])[N:4]([C@@H:10]2[O:14][C@H:13]([CH2:15][O:16][P:167]([O:170][P:251]([O:262][P:338]([OH:349])([OH:340])=[O:339])([OH:253])=[O:252])([OH:169])=[O:168])[C@@H:12]([N:17]=[N+:18]=[N-:19])[CH2:11]2)[CH:3]=1, predict the reactants needed to synthesize it. The reactants are: [CH3:1][C:2]1[C:8](=[O:9])[NH:7][C:5](=[O:6])[N:4]([C@@H:10]2[O:14][C@H:13]([CH2:15][OH:16])[C@@H:12]([N:17]=[N+:18]=[N-:19])[CH2:11]2)[CH:3]=1.C1S[C@H](CO)O[C@@H]1N1C(=O)N=C(N)C=C1.C1N([C@H]2C=C[C@@H](CO)C2)C2N=C(N)N=C(NC3CC3)C=2N=1.CC1C(OCC(N[C@H]([C@@H](O)C[C@@H](NC([C@@H](N2C(=O)NCCC2)C(C)C)=O)CC2C=CC=CC=2)CC2C=CC=CC=2)=O)=C(C)C=CC=1.CC(C1SC=C(CN(C(N[C@H](C(N[C@H](C[C@H](O)[C@@H](NC(OCC2SC=NC=2)=O)CC2C=CC=CC=2)CC2C=CC=CC=2)=O)C(C)C)=O)C)N=1)C.C[C@@H](OC[P:167]([OH:170])([OH:169])=[O:168])CN1C2N=CN=C(N)C=2N=C1.C1S[C@H](CO)O[C@@H]1N1C(=O)N=C(N)C(F)=C1.C1C(Cl)=CC2[C@](C(F)(F)F)(C#CC3CC3)OC(NC=2C=1)=O.CC1C(NC2C=CN=C(NC3C=CC(C#N)=CC=3)N=2)=C(C)C=C(/C=C/C#N)C=1.C[C@@H](OC[P:251]([O:262]COC(OC(C)C)=O)([O:253]COC(OC(C)C)=O)=[O:252])CN1C2N=CN=C(N)C=2N=C1.C1S[C@H](CO)O[C@@H]1N1C(=O)N=C(N)C(F)=C1.C(/C(O)=O)=C\C(O)=O.CC1C=C(/C=C/C#N)C=C(C)C=1NC1C=CN=C(NC2C=CC(C#N)=CC=2)N=1.C[C@@H](OC[P:338]([O:349]COC(OC(C)C)=O)([O:340]COC(OC(C)C)=O)=[O:339])CN1C2N=CN=C(N)C=2N=C1.CC(C1SC=C(CN(C(N[C@H](C(N[C@@H](CC2C=CC=CC=2)CC[C@@H](NC(OCC2SC=NC=2)=O)CC2C=CC=CC=2)=O)CCN2CCOCC2)=O)C)N=1)C.CC([C@H](N1C2C(=CC(CC3C=CC=C(Cl)C=3F)=C(OC)C=2)C(=O)C(C(O)=O)=C1)CO)C.C1S[C@H](CO)O[C@@H]1N1C(=O)N=C(N)C(F)=C1.C(/C(O)=O)=C\C(O)=O.CC([C@H](N1C2=CC(OC)=C(CC3C=CC=C(Cl)C=3F)C=C2C(=O)C(C(O)=O)=C1)CO)C.CC(C1SC=C(CN(C(N[C@H](C(N[C@@H](CC2C=CC=CC=2)CC[C@@H](NC(OCC2SC=NC=2)=O)CC2C=CC=CC=2)=O)CCN2CCOCC2)=O)C)N=1)C. (2) Given the product [ClH:23].[NH2:8][C@@H:9]1[CH2:11][C@H:10]1[C:12]1[CH:13]=[C:14]([CH:19]=[CH:20][C:21]=1[CH3:22])[C:15]([O:17][CH3:18])=[O:16], predict the reactants needed to synthesize it. The reactants are: C(OC([NH:8][C@@H:9]1[CH2:11][C@H:10]1[C:12]1[CH:13]=[C:14]([CH:19]=[CH:20][C:21]=1[CH3:22])[C:15]([O:17][CH3:18])=[O:16])=O)(C)(C)C.[ClH:23].CO. (3) The reactants are: [Cl:1][C:2]1[C:7]([OH:8])=[C:6]([N+:9]([O-:11])=[O:10])[CH:5]=[CH:4][N:3]=1.[CH3:12][Si](C=[N+]=[N-])(C)C. Given the product [Cl:1][C:2]1[C:7]([O:8][CH3:12])=[C:6]([N+:9]([O-:11])=[O:10])[CH:5]=[CH:4][N:3]=1, predict the reactants needed to synthesize it. (4) Given the product [C:34]1([C:37]2[CH:42]=[CH:41][CH:40]=[CH:39][CH:38]=2)[CH:33]=[CH:32][C:31](/[CH:30]=[CH:29]/[C:28]([NH:27][C:5]2[CH:6]=[C:7]([O:10][CH2:11][CH2:12][CH2:13][O:14]/[N:15]=[CH:16]/[C:17]3[CH:18]=[CH:19][C:20]([C:23]([CH3:26])([CH3:25])[CH3:24])=[CH:21][CH:22]=3)[CH:8]=[CH:9][C:4]=2[C:3]([OH:44])=[O:2])=[O:43])=[CH:36][CH:35]=1, predict the reactants needed to synthesize it. The reactants are: C[O:2][C:3](=[O:44])[C:4]1[CH:9]=[CH:8][C:7]([O:10][CH2:11][CH2:12][CH2:13][O:14]/[N:15]=[CH:16]/[C:17]2[CH:22]=[CH:21][C:20]([C:23]([CH3:26])([CH3:25])[CH3:24])=[CH:19][CH:18]=2)=[CH:6][C:5]=1[NH:27][C:28](=[O:43])/[CH:29]=[CH:30]/[C:31]1[CH:36]=[CH:35][C:34]([C:37]2[CH:42]=[CH:41][CH:40]=[CH:39][CH:38]=2)=[CH:33][CH:32]=1.[OH-].[K+]. (5) Given the product [F:3][C:4]1[CH:9]=[CH:8][CH:7]=[CH:6][C:5]=1[N:10]1[C:14]2=[N:15][C:16]([OH:19])=[C:17]([Br:1])[CH:18]=[C:13]2[N:12]=[N:11]1, predict the reactants needed to synthesize it. The reactants are: [Br:1]Br.[F:3][C:4]1[CH:9]=[CH:8][CH:7]=[CH:6][C:5]=1[N:10]1[C:14]2=[N:15][C:16]([OH:19])=[CH:17][CH:18]=[C:13]2[N:12]=[N:11]1.O. (6) Given the product [N:14]1([C:2]2[C:3]([C:10]([F:13])([F:12])[F:11])=[C:4]([CH:7]=[CH:8][CH:9]=2)[C:5]#[N:6])[CH2:19][CH2:18][NH:17][CH2:16][CH2:15]1, predict the reactants needed to synthesize it. The reactants are: F[C:2]1[C:3]([C:10]([F:13])([F:12])[F:11])=[C:4]([CH:7]=[CH:8][CH:9]=1)[C:5]#[N:6].[NH:14]1[CH2:19][CH2:18][NH:17][CH2:16][CH2:15]1.O. (7) Given the product [Br:1][C:2]1[CH:3]=[CH:4][C:5]([C:12]2[CH2:31][C:30]([C:28]3[CH:27]=[C:26]([Cl:36])[CH:25]=[C:24]([Cl:23])[CH:29]=3)([C:32]([F:33])([F:35])[F:34])[O:14][N:13]=2)=[C:6]2[C:11]=1[N:10]=[CH:9][CH:8]=[CH:7]2, predict the reactants needed to synthesize it. The reactants are: [Br:1][C:2]1[C:11]2[N:10]=[CH:9][CH:8]=[CH:7][C:6]=2[C:5]([CH:12]=[N:13][OH:14])=[CH:4][CH:3]=1.ClN1C(=O)CCC1=O.[Cl:23][C:24]1[CH:29]=[C:28]([C:30]([C:32]([F:35])([F:34])[F:33])=[CH2:31])[CH:27]=[C:26]([Cl:36])[CH:25]=1.C(N(CC)CC)C. (8) Given the product [CH2:14]([Sn:9]([CH2:5][CH2:6][CH2:7][CH3:8])([CH2:10][CH2:11][CH2:12][CH3:13])/[CH:3]=[CH:2]/[CH2:1][OH:4])[CH2:15][CH2:16][CH3:17], predict the reactants needed to synthesize it. The reactants are: [CH2:1]([OH:4])[C:2]#[CH:3].[CH2:5]([SnH:9]([CH2:14][CH2:15][CH2:16][CH3:17])[CH2:10][CH2:11][CH2:12][CH3:13])[CH2:6][CH2:7][CH3:8].CC(N=NC(C#N)(C)C)(C#N)C. (9) Given the product [CH2:1]([N:3]([CH2:6][C:7]1[CH:24]=[CH:23][C:10]([CH:11]2[CH:25]([C:26]3[CH:33]=[CH:32][C:29]([CH3:30])=[CH:28][CH:27]=3)[C:35](=[O:34])[C:36]3[C:18]([C:17]([O:16][CH2:15][CH3:14])=[O:22])=[CH:19][CH:20]=[CH:21][C:13]=3[NH:12]2)=[CH:9][CH:8]=1)[CH2:4][CH3:5])[CH3:2], predict the reactants needed to synthesize it. The reactants are: [CH2:1]([N:3]([CH2:6][C:7]1[CH:24]=[CH:23][C:10](/[CH:11]=[N:12]/[C:13]2[CH:21]=[CH:20][CH:19]=[C:18]3[C:14]=2[CH2:15][O:16][C:17]3=[O:22])=[CH:9][CH:8]=1)[CH2:4][CH3:5])[CH3:2].[CH3:25][C:26]1[CH:33]=[CH:32][C:29]([CH:30]=O)=[CH:28][CH:27]=1.[O-:34][CH2:35][CH3:36].[Na+].C(O)C.